From a dataset of Catalyst prediction with 721,799 reactions and 888 catalyst types from USPTO. Predict which catalyst facilitates the given reaction. (1) Reactant: [C:1]([C:3]1[C:4]([CH2:19][NH:20][C:21]([C@@H:23]2[C@@H:27]([F:28])[CH2:26][CH2:25][N:24]2C(OC(C)(C)C)=O)=[O:22])=[CH:5][C:6]([C:9]2[CH:10]=[N:11][C:12]([C:15]([F:18])([F:17])[F:16])=[CH:13][CH:14]=2)=[N:7][CH:8]=1)#[N:2].[ClH:36]. Product: [ClH:36].[C:1]([C:3]1[C:4]([CH2:19][NH:20][C:21]([C@@H:23]2[C@@H:27]([F:28])[CH2:26][CH2:25][NH:24]2)=[O:22])=[CH:5][C:6]([C:9]2[CH:10]=[N:11][C:12]([C:15]([F:17])([F:18])[F:16])=[CH:13][CH:14]=2)=[N:7][CH:8]=1)#[N:2]. The catalyst class is: 12. (2) Reactant: COC1C=CC(C[N:8]2[C:12]3=[N:13][CH:14]=[CH:15][C:16]([O:17][C:18]4[C:23]([F:24])=[CH:22][C:21]([NH:25][C:26]([C:28]5[C:29](=[O:41])[N:30]([C:34]6[CH:39]=[CH:38][C:37]([F:40])=[CH:36][CH:35]=6)[N:31]=[CH:32][CH:33]=5)=[O:27])=[C:20]([Cl:42])[CH:19]=4)=[C:11]3[C:10]([NH:43][CH:44]3[CH2:49][CH2:48][N:47]([CH3:50])[CH2:46][CH2:45]3)=[N:9]2)=CC=1. Product: [Cl:42][C:20]1[CH:19]=[C:18]([O:17][C:16]2[CH:15]=[CH:14][N:13]=[C:12]3[NH:8][N:9]=[C:10]([NH:43][CH:44]4[CH2:45][CH2:46][N:47]([CH3:50])[CH2:48][CH2:49]4)[C:11]=23)[C:23]([F:24])=[CH:22][C:21]=1[NH:25][C:26]([C:28]1[C:29](=[O:41])[N:30]([C:34]2[CH:35]=[CH:36][C:37]([F:40])=[CH:38][CH:39]=2)[N:31]=[CH:32][CH:33]=1)=[O:27]. The catalyst class is: 67. (3) Reactant: [F:1][C:2]1[CH:29]=[CH:28][C:5]([CH2:6][N:7]2[CH2:11][CH2:10][CH:9]([N:12]3[CH2:17][CH2:16][C@@H:15]([C:18]4[CH:23]=[CH:22][C:21]([O:24][CH3:25])=[CH:20][CH:19]=4)[C@H:14](O)[CH2:13]3)[C:8]2=[O:27])=[CH:4][CH:3]=1.CCN(S(F)(F)[F:36])CC. Product: [F:36][C@H:14]1[C@H:15]([C:18]2[CH:19]=[CH:20][C:21]([O:24][CH3:25])=[CH:22][CH:23]=2)[CH2:16][CH2:17][N:12]([CH:9]2[CH2:10][CH2:11][N:7]([CH2:6][C:5]3[CH:28]=[CH:29][C:2]([F:1])=[CH:3][CH:4]=3)[C:8]2=[O:27])[CH2:13]1. The catalyst class is: 2. (4) Product: [CH2:2]([C:17]1[CH:22]=[CH:21][CH:20]=[C:19]([O:23][C:25]2[CH:30]=[CH:29][CH:28]=[CH:27][CH:26]=2)[CH:18]=1)[CH2:3][CH2:4][CH2:5][CH2:6][CH2:7][CH2:8][CH2:9][CH2:10][CH2:11][CH2:12][CH2:13][CH2:14][CH2:15][CH3:16]. The catalyst class is: 6. Reactant: [K].[CH2:2]([C:17]1[CH:18]=[C:19]([OH:23])[CH:20]=[CH:21][CH:22]=1)[CH2:3][CH2:4][CH2:5][CH2:6][CH2:7][CH2:8][CH2:9][CH2:10][CH2:11][CH2:12][CH2:13][CH2:14][CH2:15][CH3:16].Br[C:25]1[CH:30]=[CH:29][CH:28]=[CH:27][CH:26]=1.CN(C)C(=O)C. (5) The catalyst class is: 8. Product: [CH2:3]([N:5]1[C:9]2=[N:10][CH:11]=[C:12]([C:22]([OH:24])=[O:23])[C:13]([N:14]([CH3:21])[CH:15]3[CH2:20][CH2:19][O:18][CH2:17][CH2:16]3)=[C:8]2[CH:7]=[N:6]1)[CH3:4]. Reactant: [OH-].[Na+].[CH2:3]([N:5]1[C:9]2=[N:10][CH:11]=[C:12]([C:22]([O:24]CC)=[O:23])[C:13]([N:14]([CH3:21])[CH:15]3[CH2:20][CH2:19][O:18][CH2:17][CH2:16]3)=[C:8]2[CH:7]=[N:6]1)[CH3:4]. (6) Reactant: [CH3:1][O:2][C:3]1[CH:4]=[C:5]([CH:9]=[CH:10][CH:11]=1)[CH2:6][CH2:7][NH2:8].[C:12]([O:16][C:17]([NH:19][CH2:20][CH2:21][C:22](O)=[O:23])=[O:18])([CH3:15])([CH3:14])[CH3:13].OC1C2N=NNC=2C=CC=1.C(N(CC)CC)C.C(N=C=NCCCN(C)C)C. Product: [CH3:1][O:2][C:3]1[CH:4]=[C:5]([CH:9]=[CH:10][CH:11]=1)[CH2:6][CH2:7][NH:8][C:22](=[O:23])[CH2:21][CH2:20][NH:19][C:17](=[O:18])[O:16][C:12]([CH3:13])([CH3:14])[CH3:15]. The catalyst class is: 69. (7) Reactant: [O:1]1[C:6]2[CH:7]=[CH:8][C:9]([CH2:11][N:12]([CH:20]3[CH2:25][CH2:24][N:23]([CH2:26][CH2:27][N:28]4[C:37]5[C:32](=[C:33]([O:38][CH2:39][C:40]([NH:42][CH3:43])=[O:41])[CH:34]=[CH:35][CH:36]=5)[CH:31]=[CH:30][C:29]4=[O:44])[CH2:22][CH2:21]3)C(=O)OC(C)(C)C)=[CH:10][C:5]=2[O:4][CH2:3][CH2:2]1.FC(F)(F)C(O)=O. Product: [O:1]1[C:6]2[CH:7]=[CH:8][C:9]([CH2:11][NH:12][CH:20]3[CH2:21][CH2:22][N:23]([CH2:26][CH2:27][N:28]4[C:37]5[C:32](=[C:33]([O:38][CH2:39][C:40]([NH:42][CH3:43])=[O:41])[CH:34]=[CH:35][CH:36]=5)[CH:31]=[CH:30][C:29]4=[O:44])[CH2:24][CH2:25]3)=[CH:10][C:5]=2[O:4][CH2:3][CH2:2]1. The catalyst class is: 22. (8) Reactant: [CH3:1][O:2][C:3]1[CH:4]=[C:5]2[C:9](=[CH:10][CH:11]=1)[N:8]([C:12]1[CH:17]=[CH:16][C:15]([C:18]#[C:19][CH2:20][CH2:21]O)=[CH:14][CH:13]=1)[C:7]([CH3:23])=[CH:6]2.[CH2:24]([N:26](CC)[CH2:27][CH3:28])[CH3:25].CS(Cl)(=O)=O.N1CCCC1. Product: [CH3:1][O:2][C:3]1[CH:4]=[C:5]2[C:9](=[CH:10][CH:11]=1)[N:8]([C:12]1[CH:13]=[CH:14][C:15]([C:18]#[C:19][CH2:20][CH2:21][N:26]3[CH2:27][CH2:28][CH2:25][CH2:24]3)=[CH:16][CH:17]=1)[C:7]([CH3:23])=[CH:6]2. The catalyst class is: 2. (9) Reactant: [C:1]1(=[O:12])[C:10]2[C:5](=[CH:6][CH:7]=[CH:8][CH:9]=2)[C:4](=[O:11])[NH:3][NH:2]1.[CH3:13][C:14]1[CH:19]=[CH:18][C:17]([S:20](Cl)(=[O:22])=[O:21])=[CH:16][CH:15]=1. Product: [CH3:13][C:14]1[CH:19]=[CH:18][C:17]([S:20]([O:11][C:4]2[C:5]3[C:10](=[CH:9][CH:8]=[CH:7][CH:6]=3)[C:1](=[O:12])[NH:2][N:3]=2)(=[O:22])=[O:21])=[CH:16][CH:15]=1. The catalyst class is: 17.